Dataset: Forward reaction prediction with 1.9M reactions from USPTO patents (1976-2016). Task: Predict the product of the given reaction. (1) Given the reactants [C:1]([O:5][C:6]([N:8]1[CH2:28][CH2:27][C:12]2=[C:13]([N:20]3[CH2:23][CH:22]([C:24](O)=[O:25])[CH2:21]3)[N:14]3[C:18]([N:19]=[C:11]2[CH2:10][CH2:9]1)=[CH:17][CH:16]=[N:15]3)=[O:7])([CH3:4])([CH3:3])[CH3:2].CN(C(ON1N=NC2C=CC=CC1=2)=[N+](C)C)C.[B-](F)(F)(F)F.CCN(C(C)C)C(C)C.FC(F)(F)C([O-])=O.[C:67]([CH:69]1[CH2:73][CH2:72][NH2+:71][CH2:70]1)#[CH:68], predict the reaction product. The product is: [C:1]([O:5][C:6]([N:8]1[CH2:28][CH2:27][C:12]2=[C:13]([N:20]3[CH2:21][CH:22]([C:24]([N:71]4[CH2:72][CH2:73][CH:69]([C:67]#[CH:68])[CH2:70]4)=[O:25])[CH2:23]3)[N:14]3[C:18]([N:19]=[C:11]2[CH2:10][CH2:9]1)=[CH:17][CH:16]=[N:15]3)=[O:7])([CH3:4])([CH3:3])[CH3:2]. (2) Given the reactants [CH3:1][C:2]1[C:7](=[O:8])[N:6]([C:9]2[CH:14]=[CH:13][CH:12]=[C:11]([NH2:15])[CH:10]=2)[C:5]2[N:16]=[CH:17][CH:18]=[CH:19][C:4]=2[N:3]=1.C(N(CC)CC)C.[Cl:27][C:28]1[CH:29]=[C:30]([CH:34]=[C:35]([Cl:37])[CH:36]=1)[C:31](Cl)=[O:32], predict the reaction product. The product is: [CH3:1][C:2]1[C:7](=[O:8])[N:6]([C:9]2[CH:14]=[CH:13][CH:12]=[C:11]([NH:15][C:31](=[O:32])[C:30]3[CH:29]=[C:28]([Cl:27])[CH:36]=[C:35]([Cl:37])[CH:34]=3)[CH:10]=2)[C:5]2[N:16]=[CH:17][CH:18]=[CH:19][C:4]=2[N:3]=1. (3) Given the reactants C[Si](Cl)(C)C.[CH2:6]([O:8][C:9](=[O:14])[C:10](Br)([F:12])[F:11])[CH3:7].[C:15]([O:19][C:20]([N:22]1[CH2:27][CH2:26][N:25]([CH2:28]C2C3N=NNC=3C=CC=2)[CH2:24][CH2:23]1)=[O:21])([CH3:18])([CH3:17])[CH3:16].C([O-])(O)=O.[Na+], predict the reaction product. The product is: [C:15]([O:19][C:20]([N:22]1[CH2:27][CH2:26][N:25]([CH2:28][C:10]([C:9]([O:8][CH2:6][CH3:7])=[O:14])([F:12])[F:11])[CH2:24][CH2:23]1)=[O:21])([CH3:18])([CH3:17])[CH3:16]. (4) Given the reactants [C:1]1([P:7]([C:14]2[CH:19]=[CH:18][CH:17]=[CH:16][CH:15]=2)[C:8]2[CH:13]=[CH:12][CH:11]=[CH:10][CH:9]=2)[CH:6]=[CH:5][CH:4]=[CH:3][CH:2]=1.[Br:20][CH2:21][C:22]1[N:23]=[N:24][N:25]([C:27]2[CH:32]=[CH:31][CH:30]=[C:29]([Cl:33])[CH:28]=2)[N:26]=1, predict the reaction product. The product is: [BrH:20].[Cl:33][C:29]1[CH:28]=[C:27]([N:25]2[N:24]=[N:23][C:22]([CH2:21][PH:7]([C:1]3[CH:2]=[CH:3][CH:4]=[CH:5][CH:6]=3)([C:8]3[CH:13]=[CH:12][CH:11]=[CH:10][CH:9]=3)[C:14]3[CH:15]=[CH:16][CH:17]=[CH:18][CH:19]=3)=[N:26]2)[CH:32]=[CH:31][CH:30]=1. (5) Given the reactants [CH3:1][C:2]1([CH3:18])[C:6]([CH3:8])([CH3:7])[O:5][B:4]([C:9]2[CH:10]=[C:11]([CH2:15][CH2:16][OH:17])[CH:12]=[CH:13][CH:14]=2)[O:3]1.BrC1C=CC(C=O)=C(C)C=1, predict the reaction product. The product is: [CH3:12][C:11]1[CH:10]=[C:9]([B:4]2[O:3][C:2]([CH3:1])([CH3:18])[C:6]([CH3:8])([CH3:7])[O:5]2)[CH:14]=[CH:13][C:15]=1[CH:16]=[O:17]. (6) Given the reactants [C:1]([O:5][C:6]([NH:8][C:9]([CH3:13])([CH3:12])[CH2:10][OH:11])=[O:7])([CH3:4])([CH3:3])[CH3:2], predict the reaction product. The product is: [C:1]([O:5][C:6]([NH:8][C:9]([CH3:13])([CH3:12])[CH:10]=[O:11])=[O:7])([CH3:4])([CH3:3])[CH3:2].